Task: Predict the reactants needed to synthesize the given product.. Dataset: Full USPTO retrosynthesis dataset with 1.9M reactions from patents (1976-2016) (1) Given the product [Br:1][C:2]1[CH:9]=[C:8]([OH:10])[CH:7]=[C:6]([OH:12])[C:3]=1[CH:4]=[O:5], predict the reactants needed to synthesize it. The reactants are: [Br:1][C:2]1[CH:9]=[C:8]([O:10]C)[CH:7]=[C:6]([O:12]C)[C:3]=1[CH:4]=[O:5].B(Br)(Br)Br. (2) Given the product [OH:1][CH2:2][C@@H:3]1[CH2:4][NH:5][C:6]2[CH:13]=[CH:12][CH:11]=[CH:10][C:7]=2[CH2:8][N:9]1[C:19]([O:18][C:15]([CH3:17])([CH3:16])[CH3:14])=[O:20], predict the reactants needed to synthesize it. The reactants are: [OH:1][CH2:2][C@H:3]1[NH:9][CH2:8][C:7]2[CH:10]=[CH:11][CH:12]=[CH:13][C:6]=2[NH:5][CH2:4]1.[CH3:14][C:15]([O:18][C:19](O[C:19]([O:18][C:15]([CH3:17])([CH3:16])[CH3:14])=[O:20])=[O:20])([CH3:17])[CH3:16].CCN(CC)CC.O. (3) Given the product [OH:10][CH2:11][C:12]([C@H:14]([C@@H:16]([C@@H:18]([CH2:20][OH:21])[OH:19])[OH:17])[OH:15])=[O:13], predict the reactants needed to synthesize it. The reactants are: [Cl-].OCCC[N+](C)(C)C.[OH:10][CH2:11][C:12]([C@H:14]([C@@H:16]([C@@H:18]([CH2:20][OH:21])[OH:19])[OH:17])[OH:15])=[O:13].[OH-].[Na+].[Cl-].ClCC(O)C[N+](C)(C)C. (4) Given the product [Br:12][C:13]1[CH:14]=[CH:15][C:16]([Cl:21])=[C:17]([CH2:18][C:8]2[S:7][C:6]3[CH:10]=[CH:11][C:3]([O:2][CH3:1])=[CH:4][C:5]=3[CH:9]=2)[CH:20]=1, predict the reactants needed to synthesize it. The reactants are: [CH3:1][O:2][C:3]1[CH:11]=[CH:10][C:6]2[S:7][CH:8]=[CH:9][C:5]=2[CH:4]=1.[Br:12][C:13]1[CH:14]=[CH:15][C:16]([Cl:21])=[C:17]([CH:20]=1)[CH:18]=O. (5) The reactants are: [C:1]([N:20]1[CH:24]=[C:23]([CH:25]=[O:26])[N:22]=[CH:21]1)([C:14]1[CH:19]=[CH:18][CH:17]=[CH:16][CH:15]=1)([C:8]1[CH:13]=[CH:12][CH:11]=[CH:10][CH:9]=1)[C:2]1[CH:7]=[CH:6][CH:5]=[CH:4][CH:3]=1.[CH3:27][Mg]Br. Given the product [C:1]([N:20]1[CH:24]=[C:23]([CH:25]([OH:26])[CH3:27])[N:22]=[CH:21]1)([C:14]1[CH:15]=[CH:16][CH:17]=[CH:18][CH:19]=1)([C:8]1[CH:9]=[CH:10][CH:11]=[CH:12][CH:13]=1)[C:2]1[CH:7]=[CH:6][CH:5]=[CH:4][CH:3]=1, predict the reactants needed to synthesize it. (6) Given the product [NH2:33][C:27]1[N:26]=[C:31]([NH:32][C:2]2[CH:3]=[C:4]([N:13]([CH:23]3[CH2:25][CH2:24]3)[CH2:14][C:15]3[CH:20]=[CH:19][C:18]([O:21][CH3:22])=[CH:17][CH:16]=3)[C:5]3[N:6]([C:8]([C:11]#[N:12])=[CH:9][N:10]=3)[N:7]=2)[CH:30]=[CH:29][CH:28]=1, predict the reactants needed to synthesize it. The reactants are: Cl[C:2]1[CH:3]=[C:4]([N:13]([CH:23]2[CH2:25][CH2:24]2)[CH2:14][C:15]2[CH:20]=[CH:19][C:18]([O:21][CH3:22])=[CH:17][CH:16]=2)[C:5]2[N:6]([C:8]([C:11]#[N:12])=[CH:9][N:10]=2)[N:7]=1.[N:26]1[C:31]([NH2:32])=[CH:30][CH:29]=[CH:28][C:27]=1[NH2:33].C(=O)([O-])[O-].[Cs+].[Cs+].CC1(C)C2C(=C(P(C3C=CC=CC=3)C3C=CC=CC=3)C=CC=2)OC2C(P(C3C=CC=CC=3)C3C=CC=CC=3)=CC=CC1=2.